This data is from Reaction yield outcomes from USPTO patents with 853,638 reactions. The task is: Predict the reaction yield, written as a fraction of the theoretical maximum amount of product (1.0 means a 100% yield; for example, 0.34 means a 34% yield). (1) The reactants are I[C:2]1[CH:7]=[C:6]([C:8]([CH3:15])([CH2:10][C:11]([CH3:14])([CH3:13])[CH3:12])[CH3:9])[CH:5]=[CH:4][C:3]=1[O:16][CH2:17][O:18][CH3:19].[CH:20]1[C:32]2[NH:31][C:30]3[C:25](=[CH:26][CH:27]=[CH:28][CH:29]=3)[C:24]=2[CH:23]=[CH:22][CH:21]=1.[O-]P([O-])([O-])=O.[K+].[K+].[K+].CN(C)[C@@H]1CCCC[C@H]1N. The catalyst is [Cu]I.C(OCC)(=O)C.C1(C)C=CC=CC=1. The product is [CH3:19][O:18][CH2:17][O:16][C:3]1[CH:4]=[CH:5][C:6]([C:8]([CH3:15])([CH2:10][C:11]([CH3:14])([CH3:13])[CH3:12])[CH3:9])=[CH:7][C:2]=1[N:31]1[C:32]2[CH:20]=[CH:21][CH:22]=[CH:23][C:24]=2[C:25]2[C:30]1=[CH:29][CH:28]=[CH:27][CH:26]=2. The yield is 0.296. (2) The reactants are [C:1]1([C:7]2[CH:12]=[C:11]([N:13]3[CH2:18][CH2:17][N:16](C(OC(C)(C)C)=O)[CH2:15][CH2:14]3)[CH:10]=[CH:9][N:8]=2)[CH:6]=[CH:5][CH:4]=[CH:3][CH:2]=1.C(OCC)(=O)C.[ClH:32]. No catalyst specified. The product is [ClH:32].[ClH:32].[C:1]1([C:7]2[CH:12]=[C:11]([N:13]3[CH2:18][CH2:17][NH:16][CH2:15][CH2:14]3)[CH:10]=[CH:9][N:8]=2)[CH:2]=[CH:3][CH:4]=[CH:5][CH:6]=1. The yield is 0.980. (3) The reactants are [OH:1][CH:2]([C:17]1[CH:22]=[CH:21][CH:20]=[CH:19][CH:18]=1)[CH2:3][C:4]([NH:6][CH2:7][C:8]1[CH:13]=[CH:12][CH:11]=[CH:10][C:9]=1[N+:14]([O-:16])=[O:15])=O.O1CCCC1.O1CCCC1.B.CO. The catalyst is O1CCCC1. The product is [N+:14]([C:9]1[CH:10]=[CH:11][CH:12]=[CH:13][C:8]=1[CH2:7][NH:6][CH2:4][CH2:3][CH:2]([C:17]1[CH:18]=[CH:19][CH:20]=[CH:21][CH:22]=1)[OH:1])([O-:16])=[O:15]. The yield is 0.990. (4) The reactants are [F:1][C:2]1[CH:3]=[CH:4][C:5]([CH3:32])=[C:6]([CH:31]=1)[O:7][CH2:8][C:9]1[C:18]([C:19]2[CH:24]=[C:23]([OH:25])[CH:22]=[CH:21][C:20]=2[O:26][CH3:27])=[CH:17][CH:16]=[C:15]2[C:10]=1[C:11]([CH3:30])=[CH:12][C:13]([CH3:29])([CH3:28])[NH:14]2.C(N(CC)CC)C.[C:40](OC(=O)C)(=[O:42])[CH3:41].C(Cl)(Cl)Cl. The catalyst is C(Cl)Cl. The product is [C:40]([O:25][C:23]1[CH:22]=[CH:21][C:20]([O:26][CH3:27])=[C:19]([C:18]2[C:9]([CH2:8][O:7][C:6]3[CH:31]=[C:2]([F:1])[CH:3]=[CH:4][C:5]=3[CH3:32])=[C:10]3[C:15](=[CH:16][CH:17]=2)[NH:14][C:13]([CH3:28])([CH3:29])[CH:12]=[C:11]3[CH3:30])[CH:24]=1)(=[O:42])[CH3:41]. The yield is 0.830. (5) The reactants are [CH2:1]([O:3][C:4]([N:6]1[CH:15]2[CH2:16][CH2:17][CH:7]1[C:8]1[CH:9]=[C:10]([NH2:18])[CH:11]=[CH:12][C:13]=1[CH2:14]2)=[O:5])[CH3:2].Cl[C:20]1[N:25]=[C:24]([NH:26][C:27]2[CH:36]=[CH:35][CH:34]=[CH:33][C:28]=2[C:29]([NH:31][CH3:32])=[O:30])[C:23]([Cl:37])=[CH:22][N:21]=1.Cl.C([O-])(O)=O.[Na+]. The catalyst is C(O)(C)C. The product is [CH2:1]([O:3][C:4]([N:6]1[CH:15]2[CH2:16][CH2:17][CH:7]1[C:8]1[CH:9]=[C:10]([NH:18][C:20]3[N:25]=[C:24]([NH:26][C:27]4[CH:36]=[CH:35][CH:34]=[CH:33][C:28]=4[C:29](=[O:30])[NH:31][CH3:32])[C:23]([Cl:37])=[CH:22][N:21]=3)[CH:11]=[CH:12][C:13]=1[CH2:14]2)=[O:5])[CH3:2]. The yield is 0.490. (6) The reactants are N(C(OCC)=O)=NC(OCC)=O.[Cl:13][C:14]1[N:19]=[C:18]([OH:20])[CH:17]=[CH:16][CH:15]=1.[CH:21]1(O)[CH2:26][CH2:25][CH2:24][CH2:23][CH2:22]1.C1(P(C2C=CC=CC=2)C2C=CC=CC=2)C=CC=CC=1. The catalyst is C1COCC1.C1(C)C=CC=CC=1. The product is [Cl:13][C:14]1[CH:15]=[CH:16][CH:17]=[C:18]([O:20][CH:21]2[CH2:26][CH2:25][CH2:24][CH2:23][CH2:22]2)[N:19]=1. The yield is 0.280. (7) The reactants are [CH3:1][C:2]1[N:6]([C:7]([C:20]2[CH:25]=[CH:24][CH:23]=[CH:22][CH:21]=2)([C:14]2[CH:19]=[CH:18][CH:17]=[CH:16][CH:15]=2)[C:8]2[CH:13]=[CH:12][CH:11]=[CH:10][CH:9]=2)[CH:5]=[N:4][C:3]=1[CH:26]=[O:27].Cl.[C:29]([O:32][CH2:33][CH3:34])(=[O:31])[CH3:30]. The catalyst is O1CCCC1. The product is [OH:27][CH:26]([C:3]1[N:4]=[CH:5][N:6]([C:7]([C:14]2[CH:15]=[CH:16][CH:17]=[CH:18][CH:19]=2)([C:8]2[CH:9]=[CH:10][CH:11]=[CH:12][CH:13]=2)[C:20]2[CH:25]=[CH:24][CH:23]=[CH:22][CH:21]=2)[C:2]=1[CH3:1])[CH2:30][C:29]([O:32][CH2:33][CH3:34])=[O:31]. The yield is 0.800. (8) The reactants are [F:1][C:2]1[C:7]([C:8]2[N:13]=[C:12]([CH3:14])[N:11]=[C:10]([N:15]([CH2:25][C:26]3[CH:31]=[CH:30][C:29]([O:32][CH3:33])=[CH:28][CH:27]=3)[CH2:16][C:17]3[CH:22]=[CH:21][C:20]([O:23][CH3:24])=[CH:19][CH:18]=3)[CH:9]=2)=[CH:6][C:5]([C@H:34]([N:36]2[CH2:41][CH2:40][NH:39][CH2:38][C@@H:37]2[CH3:42])[CH3:35])=[CH:4][N:3]=1.CCN(CC)CC.[CH3:50][S:51](Cl)(=[O:53])=[O:52].[OH-].[Na+]. The catalyst is C(Cl)Cl. The product is [F:1][C:2]1[C:7]([C:8]2[N:13]=[C:12]([CH3:14])[N:11]=[C:10]([N:15]([CH2:16][C:17]3[CH:18]=[CH:19][C:20]([O:23][CH3:24])=[CH:21][CH:22]=3)[CH2:25][C:26]3[CH:31]=[CH:30][C:29]([O:32][CH3:33])=[CH:28][CH:27]=3)[CH:9]=2)=[CH:6][C:5]([C@H:34]([N:36]2[CH2:41][CH2:40][N:39]([S:51]([CH3:50])(=[O:53])=[O:52])[CH2:38][C@@H:37]2[CH3:42])[CH3:35])=[CH:4][N:3]=1. The yield is 0.572. (9) The reactants are [CH3:1][NH:2][CH2:3][C:4]1[N:5]([CH3:13])[C:6]2[C:11]([CH:12]=1)=[CH:10][CH:9]=[CH:8][CH:7]=2.CNCC1C=CC2C(=CC=CC=2)C=1CCC.[ClH:30].[CH2:31]([O:33][C:34]([CH2:36][N:37]1[CH2:43][C:42]2[CH:44]=[C:45](/[CH:48]=[CH:49]/[C:50]([OH:52])=O)[CH:46]=[N:47][C:41]=2[NH:40][C:39](=[O:53])[CH2:38]1)=[O:35])[CH3:32].Cl.CN1CC2C=C(/C=C/C(O)=O)C=NC=2NC(=O)C1. No catalyst specified. The product is [ClH:30].[CH2:31]([O:33][C:34](=[O:35])[CH2:36][N:37]1[CH2:43][C:42]2[CH:44]=[C:45](/[CH:48]=[CH:49]/[C:50](=[O:52])[N:2]([CH3:1])[CH2:3][C:4]3[N:5]([CH3:13])[C:6]4[C:11]([CH:12]=3)=[CH:10][CH:9]=[CH:8][CH:7]=4)[CH:46]=[N:47][C:41]=2[NH:40][C:39](=[O:53])[CH2:38]1)[CH3:32]. The yield is 0.560. (10) The reactants are [NH2:1][C:2]1[NH:3][C:4](=[O:29])[C:5]2[N:6]=[CH:7][N:8]([CH2:11][O:12][CH2:13][CH2:14][O:15][C:16]([C:18]3([NH:21]C(OC(C)(C)C)=O)[CH2:20][CH2:19]3)=[O:17])[C:9]=2[N:10]=1.[F:30][C:31]([F:36])([F:35])[C:32]([OH:34])=[O:33]. The catalyst is C(Cl)Cl. The product is [F:30][C:31]([F:36])([F:35])[C:32]([OH:34])=[O:33].[NH2:1][C:2]1[NH:3][C:4](=[O:29])[C:5]2[N:6]=[CH:7][N:8]([CH2:11][O:12][CH2:13][CH2:14][O:15][C:16]([C:18]3([NH2:21])[CH2:20][CH2:19]3)=[O:17])[C:9]=2[N:10]=1. The yield is 0.677.